Dataset: Forward reaction prediction with 1.9M reactions from USPTO patents (1976-2016). Task: Predict the product of the given reaction. (1) Given the reactants [NH2:1][CH:2]([CH3:9])[CH2:3][C:4]1[CH:8]=[CH:7][S:6][CH:5]=1.S1C=CC=[C:11]1CCN, predict the reaction product. The product is: [CH2:11]=[N:1][CH:2]([CH3:9])[CH2:3][C:4]1[CH:8]=[CH:7][S:6][CH:5]=1. (2) Given the reactants [CH2:1]([N:3]([CH2:14][C:15]1[NH:19][C:18]2[CH:20]=[CH:21][C:22]([C:24]([NH:26][CH2:27][CH2:28]C3N=CNC=3)=[O:25])=[CH:23][C:17]=2[N:16]=1)[CH:4]1[C:13]2[N:12]=[CH:11][CH:10]=[CH:9][C:8]=2[CH2:7][CH2:6][CH2:5]1)[CH3:2].FC1C(OC(C2C=C[C:47]3[NH:48][C:49](CN(CC)C4C5N=CC=CC=5CCC4)=NC=3C=2)=O)=C(F)C(F)=C(F)C=1F.CN(C)CCN, predict the reaction product. The product is: [CH3:47][N:48]([CH3:49])[CH2:28][CH2:27][NH:26][C:24]([C:22]1[CH:21]=[CH:20][C:18]2[NH:19][C:15]([CH2:14][N:3]([CH2:1][CH3:2])[CH:4]3[C:13]4[N:12]=[CH:11][CH:10]=[CH:9][C:8]=4[CH2:7][CH2:6][CH2:5]3)=[N:16][C:17]=2[CH:23]=1)=[O:25]. (3) Given the reactants [CH2:1]([C:5]1[C:9](/[CH:10]=[CH:11]/[C:12]2[S:13][C:14]([C:18]([OH:20])=O)=[C:15]([CH3:17])[N:16]=2)=[C:8]([CH3:21])[O:7][N:6]=1)[CH2:2][CH2:3][CH3:4].[CH2:22]1[CH2:26][C@H:25]([OH:27])[C@@H:24]([NH2:28])[CH2:23]1.Cl, predict the reaction product. The product is: [OH:27][C@H:25]1[CH2:26][CH2:22][CH2:23][C@@H:24]1[NH:28][C:18]([C:14]1[S:13][C:12](/[CH:11]=[CH:10]/[C:9]2[C:5]([CH2:1][CH2:2][CH2:3][CH3:4])=[N:6][O:7][C:8]=2[CH3:21])=[N:16][C:15]=1[CH3:17])=[O:20]. (4) Given the reactants [CH3:1][S:2]([C:5]1[CH:6]=[C:7]2[C:12](=[CH:13][CH:14]=1)[CH:11]=[C:10](C(O)=O)[CH:9]=[CH:8]2)(=[O:4])=[O:3].CC[N:20]([CH2:23]C)CC.C1C=CC(P(N=[N+]=[N-])(C2C=CC=CC=2)=[O:32])=CC=1.[CH3:42][C:43]([OH:46])([CH3:45])[CH3:44], predict the reaction product. The product is: [CH3:1][S:2]([C:5]1[CH:6]=[C:7]2[C:12](=[CH:13][CH:14]=1)[CH:11]=[C:10]([NH:20][C:23](=[O:32])[O:46][C:43]([CH3:45])([CH3:44])[CH3:42])[CH:9]=[CH:8]2)(=[O:3])=[O:4]. (5) Given the reactants [Cl:1][C:2]1[C:3]([O:60][CH3:61])=[CH:4][CH:5]=[C:6]2[C:11]=1[N:10]=[C:9]([C:12]1[S:13][CH:14]=[C:15]([C:17]([F:20])([F:19])[F:18])[N:16]=1)[CH:8]=[C:7]2[O:21][C@H:22]1[CH2:59][N:25]2[C:26](=[O:58])[C@@H:27]([NH:50]C(=O)OC(C)(C)C)[CH2:28][CH2:29][CH2:30][CH2:31][CH2:32][CH:33]=[CH:34][C@@H:35]3[CH2:40][C@@:36]3([C:41](=[O:49])[NH:42][S:43]([CH:46]3[CH2:48][CH2:47]3)(=[O:45])=[O:44])[NH:37][C:38](=[O:39])[C@@H:24]2[CH2:23]1.Cl, predict the reaction product. The product is: [ClH:1].[NH2:50][C@@H:27]1[C:26](=[O:58])[N:25]2[CH2:59][C@H:22]([O:21][C:7]3[C:6]4[C:11](=[C:2]([Cl:1])[C:3]([O:60][CH3:61])=[CH:4][CH:5]=4)[N:10]=[C:9]([C:12]4[S:13][CH:14]=[C:15]([C:17]([F:20])([F:18])[F:19])[N:16]=4)[CH:8]=3)[CH2:23][C@H:24]2[C:38](=[O:39])[NH:37][C@:36]2([C:41]([NH:42][S:43]([CH:46]3[CH2:48][CH2:47]3)(=[O:45])=[O:44])=[O:49])[CH2:40][C@H:35]2[CH:34]=[CH:33][CH2:32][CH2:31][CH2:30][CH2:29][CH2:28]1.